This data is from Reaction yield outcomes from USPTO patents with 853,638 reactions. The task is: Predict the reaction yield, written as a fraction of the theoretical maximum amount of product (1.0 means a 100% yield; for example, 0.34 means a 34% yield). (1) The reactants are [CH3:1][O:2][C:3]1[CH:4]=[C:5]([P:12](=[O:15])([CH3:14])[CH3:13])[CH:6]=[CH:7][C:8]=1[N+:9]([O-])=O. The yield is 0.860. The catalyst is CCO.[Pd]. The product is [CH3:14][P:12]([C:5]1[CH:6]=[CH:7][C:8]([NH2:9])=[C:3]([O:2][CH3:1])[CH:4]=1)([CH3:13])=[O:15]. (2) The reactants are [CH2:1]([C:13]1[CH:18]=[CH:17][C:16]([S:19](Cl)(=[O:21])=[O:20])=[CH:15][CH:14]=1)[CH2:2][CH2:3][CH2:4][CH2:5][CH2:6][CH2:7][CH2:8][CH2:9][CH2:10][CH2:11][CH3:12].[NH2:23][C:24]1[S:28][C:27]([CH2:29][C:30]([O:32][CH2:33][CH3:34])=[O:31])=[N:26][N:25]=1.Cl. The catalyst is N1C=CC=CC=1. The product is [CH2:1]([C:13]1[CH:18]=[CH:17][C:16]([S:19]([NH:23][C:24]2[S:28][C:27]([CH2:29][C:30]([O:32][CH2:33][CH3:34])=[O:31])=[N:26][N:25]=2)(=[O:21])=[O:20])=[CH:15][CH:14]=1)[CH2:2][CH2:3][CH2:4][CH2:5][CH2:6][CH2:7][CH2:8][CH2:9][CH2:10][CH2:11][CH3:12]. The yield is 0.430. (3) The reactants are [F:1][C:2]([F:17])([F:16])[C:3]1[CH:12]=[CH:11][C:10]([CH:13]([OH:15])[CH3:14])=[C:9]2[C:4]=1[CH:5]=[CH:6][CH:7]=[N:8]2.N12CCCN=C1CCCCC2.[Cl:29][C:30]([Cl:34])([Cl:33])[C:31]#[N:32]. The catalyst is C(OCC)C. The product is [Cl:29][C:30]([Cl:34])([Cl:33])[C:31](=[NH:32])[O:15][CH:13]([C:10]1[CH:11]=[CH:12][C:3]([C:2]([F:16])([F:1])[F:17])=[C:4]2[C:9]=1[N:8]=[CH:7][CH:6]=[CH:5]2)[CH3:14]. The yield is 0.560. (4) No catalyst specified. The product is [C:32]([O:31][C:29]([N:27]1[CH2:28][CH:25]([NH:24][C:19]([C:18]2[CH:17]=[N:16][C:15]([O:14][CH2:13][C:3]3[C:4]([C:7]4[CH:8]=[CH:9][CH:10]=[CH:11][CH:12]=4)=[N:5][O:6][C:2]=3[CH3:1])=[CH:23][CH:22]=2)=[O:21])[CH2:26]1)=[O:30])([CH3:35])([CH3:33])[CH3:34]. The yield is 0.860. The reactants are [CH3:1][C:2]1[O:6][N:5]=[C:4]([C:7]2[CH:12]=[CH:11][CH:10]=[CH:9][CH:8]=2)[C:3]=1[CH2:13][O:14][C:15]1[CH:23]=[CH:22][C:18]([C:19]([OH:21])=O)=[CH:17][N:16]=1.[NH2:24][CH:25]1[CH2:28][N:27]([C:29]([O:31][C:32]([CH3:35])([CH3:34])[CH3:33])=[O:30])[CH2:26]1. (5) The reactants are C[O:2][C:3](=[O:35])[CH:4]([C:9]1[CH:10]=[C:11]([C:25]2[CH:30]=[CH:29][C:28]([C:31]([F:34])([F:33])[F:32])=[CH:27][CH:26]=2)[CH:12]=[C:13]([O:15][C:16]2[CH:21]=[CH:20][CH:19]=[C:18]([CH:22]([CH3:24])[CH3:23])[CH:17]=2)[CH:14]=1)[CH2:5][CH:6]([CH3:8])[CH3:7].C1COCC1.[Li+].[OH-]. The catalyst is CO. The product is [CH:22]([C:18]1[CH:17]=[C:16]([CH:21]=[CH:20][CH:19]=1)[O:15][C:13]1[CH:14]=[C:9]([CH:4]([CH2:5][CH:6]([CH3:7])[CH3:8])[C:3]([OH:35])=[O:2])[CH:10]=[C:11]([C:25]2[CH:26]=[CH:27][C:28]([C:31]([F:34])([F:33])[F:32])=[CH:29][CH:30]=2)[CH:12]=1)([CH3:23])[CH3:24]. The yield is 0.670. (6) The reactants are FC(F)(F)S(O[C:7]1[CH:12]=[CH:11][C:10]([F:13])=[C:9]([NH:14][CH2:15][C:16]2[CH:21]=[CH:20][CH:19]=[C:18]([F:22])[CH:17]=2)[N:8]=1)(=O)=O.[Cl:25][C:26]1[C:27](B(O)O)=[CH:28][C:29]([F:32])=[N:30][CH:31]=1.C(=O)([O-])[O-].[Na+].[Na+]. The product is [Cl:25][C:26]1[C:27]([C:7]2[CH:12]=[CH:11][C:10]([F:13])=[C:9]([NH:14][CH2:15][C:16]3[CH:21]=[CH:20][CH:19]=[C:18]([F:22])[CH:17]=3)[N:8]=2)=[CH:28][C:29]([F:32])=[N:30][CH:31]=1. The yield is 0.570. The catalyst is COCCOC.C1C=CC(P(C2C=CC=CC=2)[C-]2C=CC=C2)=CC=1.C1C=CC(P(C2C=CC=CC=2)[C-]2C=CC=C2)=CC=1.Cl[Pd]Cl.[Fe+2].C(Cl)Cl.